Task: Predict the product of the given reaction.. Dataset: Forward reaction prediction with 1.9M reactions from USPTO patents (1976-2016) (1) Given the reactants [CH3:1][N:2]([C:4]([NH:6][C:7]([NH2:9])=[NH:8])=[NH:5])[CH3:3].[C:10]([OH:18])(=[O:17])[CH2:11][CH2:12][CH2:13][C:14]([OH:16])=[O:15].C(OCC)(=O)C, predict the reaction product. The product is: [CH3:1][N:2]([C:4]([NH:6][C:7]([NH2:9])=[NH:8])=[NH:5])[CH3:3].[C:10]([O-:18])(=[O:17])[CH2:11][CH2:12][CH2:13][C:14]([O-:16])=[O:15]. (2) Given the reactants CC1(C)C(C)(C)OB([C:9]2[CH:10]=[C:11]3[C:15](=[CH:16][CH:17]=2)[NH:14][CH:13]=[CH:12]3)O1.[Cl:19][C:20]1[N:24]=[C:23](Cl)[S:22][N:21]=1.O.C([O-])([O-])=O.[K+].[K+], predict the reaction product. The product is: [Cl:19][C:20]1[N:24]=[C:23]([C:9]2[CH:10]=[C:11]3[C:15](=[CH:16][CH:17]=2)[NH:14][CH:13]=[CH:12]3)[S:22][N:21]=1. (3) Given the reactants [CH2:1]([O:3][C:4]1[CH:9]=[CH:8][C:7]([C:10]2[CH:18]([C:19]3[CH:24]=[CH:23][C:22]([S:25]([CH3:28])(=[O:27])=[O:26])=[CH:21][CH:20]=3)[CH:17]3[N:12]([N:13]=[CH:14][CH:15]=[CH:16]3)[N:11]=2)=[CH:6][CH:5]=1)[CH3:2], predict the reaction product. The product is: [CH2:1]([O:3][C:4]1[CH:5]=[CH:6][C:7]([C:10]2[C:18]([C:19]3[CH:24]=[CH:23][C:22]([S:25]([CH3:28])(=[O:27])=[O:26])=[CH:21][CH:20]=3)=[C:17]3[N:12]([N:13]=[CH:14][CH:15]=[CH:16]3)[N:11]=2)=[CH:8][CH:9]=1)[CH3:2]. (4) Given the reactants [NH2:1][C:2]1[CH:3]=[C:4]([CH:13]=[CH:14][C:15]=1[NH2:16])[C:5]([C:7]1[CH:12]=[CH:11][CH:10]=[CH:9][CH:8]=1)=[O:6].S([O-])(O)=O.[Na+].CN(C)C(=O)C.[CH3:28][C:29]1[NH:30][CH:31]=[C:32]([CH3:36])[C:33]=1[CH:34]=O, predict the reaction product. The product is: [CH3:28][C:29]1[NH:30][CH:31]=[C:32]([CH3:36])[C:33]=1[C:34]1[NH:1][C:2]2[CH:3]=[C:4]([C:5](=[O:6])[C:7]3[CH:12]=[CH:11][CH:10]=[CH:9][CH:8]=3)[CH:13]=[CH:14][C:15]=2[N:16]=1. (5) Given the reactants C([O-])([O-])=O.[K+].[K+].[SH:7][C:8]1[N:12]([CH2:13][C:14]([O:16][C:17]([CH3:20])([CH3:19])[CH3:18])=[O:15])[C:11]2[CH:21]=[CH:22][CH:23]=[CH:24][C:10]=2[N:9]=1.[CH3:25][O:26][C:27]1[CH:34]=[CH:33][CH:32]=[CH:31][C:28]=1[CH2:29]Cl, predict the reaction product. The product is: [C:17]([O:16][C:14](=[O:15])[CH2:13][N:12]1[C:11]2[CH:21]=[CH:22][CH:23]=[CH:24][C:10]=2[N:9]=[C:8]1[S:7][CH2:29][C:28]1[CH:31]=[CH:32][CH:33]=[CH:34][C:27]=1[O:26][CH3:25])([CH3:19])([CH3:20])[CH3:18]. (6) Given the reactants [C:1]([N:8]([CH3:42])[CH:9]1[CH2:14][CH2:13][CH:12]([N:15]([CH2:30][C:31]2[CH:32]=[C:33](B(O)O)[CH:34]=[CH:35][C:36]=2[O:37][CH3:38])[C:16]([C:18]2[S:22][C:21]3[C:23]([F:28])=[CH:24][CH:25]=[C:26]([F:27])[C:20]=3[C:19]=2[Cl:29])=[O:17])[CH2:11][CH2:10]1)([O:3][C:4]([CH3:7])([CH3:6])[CH3:5])=[O:2].Br[C:44]1[CH:49]=[CH:48][CH:47]=[CH:46][N:45]=1, predict the reaction product. The product is: [Cl:29][C:19]1[C:20]2[C:26]([F:27])=[CH:25][CH:24]=[C:23]([F:28])[C:21]=2[S:22][C:18]=1[C:16]([N:15]([CH2:30][C:31]1[CH:32]=[C:33]([C:44]2[CH:49]=[CH:48][CH:47]=[CH:46][N:45]=2)[CH:34]=[CH:35][C:36]=1[O:37][CH3:38])[CH:12]1[CH2:11][CH2:10][CH:9]([N:8]([CH3:42])[C:1](=[O:2])[O:3][C:4]([CH3:6])([CH3:5])[CH3:7])[CH2:14][CH2:13]1)=[O:17]. (7) Given the reactants [NH:1]1[CH2:8][CH2:7][CH2:6][CH:2]1[C:3]([OH:5])=[O:4].S(Cl)(Cl)=O.[CH2:13](N(CC)CC)C.[C:20](O[C:20]([O:22][C:23]([CH3:26])([CH3:25])[CH3:24])=[O:21])([O:22][C:23]([CH3:26])([CH3:25])[CH3:24])=[O:21], predict the reaction product. The product is: [N:1]1([C:20]([O:22][C:23]([CH3:26])([CH3:25])[CH3:24])=[O:21])[CH2:8][CH2:7][CH2:6][CH:2]1[C:3]([O:5][CH3:13])=[O:4]. (8) Given the reactants [Cl:1][C:2]1[CH:3]=[C:4]2[C:9](=[CH:10][C:11]=1[O:12][CH3:13])[CH:8]=[N:7][C:6]([NH:14][C:15]([NH:17][CH2:18][C@@:19]1([OH:27])[CH:24]3[CH2:25][CH2:26][N:21]([CH2:22][CH2:23]3)[CH2:20]1)=S)=[CH:5]2.C(=NC(C)C)=NC(C)C, predict the reaction product. The product is: [Cl:1][C:2]1[CH:3]=[C:4]2[C:9](=[CH:10][C:11]=1[O:12][CH3:13])[CH:8]=[N:7][C:6]([NH:14][C:15]1[O:27][C@:19]3([CH2:18][N:17]=1)[CH:24]1[CH2:25][CH2:26][N:21]([CH2:22][CH2:23]1)[CH2:20]3)=[CH:5]2.